Dataset: Forward reaction prediction with 1.9M reactions from USPTO patents (1976-2016). Task: Predict the product of the given reaction. (1) Given the reactants F[C:2]1[CH:11]=[CH:10][C:5]([C:6]([O:8][CH3:9])=[O:7])=[C:4]([O:12][CH:13]2[CH2:18][CH2:17][N:16]([CH3:19])[CH2:15][CH2:14]2)[CH:3]=1.[NH:20]1[CH2:24][CH2:23][CH2:22][CH2:21]1, predict the reaction product. The product is: [CH3:19][N:16]1[CH2:17][CH2:18][CH:13]([O:12][C:4]2[CH:3]=[C:2]([N:20]3[CH2:24][CH2:23][CH2:22][CH2:21]3)[CH:11]=[CH:10][C:5]=2[C:6]([O:8][CH3:9])=[O:7])[CH2:14][CH2:15]1. (2) Given the reactants [C:1]([N:4]1[C:13]2[C:8](=[CH:9][C:10]([C:14]3[CH:19]=[CH:18][C:17]([C:20]([NH:22][CH2:23][CH2:24][NH:25]C(=O)OC(C)(C)C)=[O:21])=[CH:16][CH:15]=3)=[CH:11][CH:12]=2)[C@H:7]([NH:33][C:34]2[CH:39]=[CH:38][C:37]([Cl:40])=[CH:36][CH:35]=2)[CH2:6][C@@H:5]1[CH3:41])(=[O:3])[CH3:2].Cl, predict the reaction product. The product is: [C:1]([N:4]1[C:13]2[C:8](=[CH:9][C:10]([C:14]3[CH:19]=[CH:18][C:17]([C:20]([NH:22][CH2:23][CH2:24][NH2:25])=[O:21])=[CH:16][CH:15]=3)=[CH:11][CH:12]=2)[C@H:7]([NH:33][C:34]2[CH:39]=[CH:38][C:37]([Cl:40])=[CH:36][CH:35]=2)[CH2:6][C@@H:5]1[CH3:41])(=[O:3])[CH3:2]. (3) Given the reactants [NH2:1][C:2]1[C:7]([C:8]2[O:12][N:11]=[C:10]([CH2:13][C:14]3[CH:19]=[CH:18][C:17]([OH:20])=[CH:16][CH:15]=3)[CH:9]=2)=[CH:6][CH:5]=[CH:4][N:3]=1.Cl[CH2:22][C:23]1[CH:28]=[CH:27][C:26]([CH3:29])=[CH:25][N:24]=1, predict the reaction product. The product is: [CH3:29][C:26]1[CH:27]=[CH:28][C:23]([CH2:22][O:20][C:17]2[CH:18]=[CH:19][C:14]([CH2:13][C:10]3[CH:9]=[C:8]([C:7]4[C:2]([NH2:1])=[N:3][CH:4]=[CH:5][CH:6]=4)[O:12][N:11]=3)=[CH:15][CH:16]=2)=[N:24][CH:25]=1.